This data is from Catalyst prediction with 721,799 reactions and 888 catalyst types from USPTO. The task is: Predict which catalyst facilitates the given reaction. (1) Reactant: [Cl:1][C:2]1[CH:7]=[CH:6][CH:5]=[C:4]([Cl:8])[C:3]=1[C:9]([NH:11][C@H:12]([C:29]([O:31][CH3:32])=[O:30])[CH2:13][C:14]1[CH:19]=[CH:18][C:17]([O:20][CH2:21][CH2:22][C:23]2[CH:28]=[CH:27][CH:26]=[CH:25][N:24]=2)=[CH:16][CH:15]=1)=[O:10].C1C=C(Cl)C=C(C(OO)=[O:41])C=1.C(Cl)Cl. Product: [Cl:1][C:2]1[CH:7]=[CH:6][CH:5]=[C:4]([Cl:8])[C:3]=1[C:9]([NH:11][C@H:12]([C:29]([O:31][CH3:32])=[O:30])[CH2:13][C:14]1[CH:19]=[CH:18][C:17]([O:20][CH2:21][CH2:22][C:23]2[CH:28]=[CH:27][CH:26]=[CH:25][N+:24]=2[O-:41])=[CH:16][CH:15]=1)=[O:10]. The catalyst class is: 10. (2) Reactant: [H-].[Al+3].[Li+].[H-].[H-].[H-].[CH2:7]([N:14]1[CH2:19][CH2:18][C:17]([CH2:26][C:27](OCC)=[O:28])([CH2:20][C:21](OCC)=[O:22])[CH2:16][CH2:15]1)[C:8]1[CH:13]=[CH:12][CH:11]=[CH:10][CH:9]=1. Product: [CH2:7]([N:14]1[CH2:19][CH2:18][C:17]([CH2:20][CH2:21][OH:22])([CH2:26][CH2:27][OH:28])[CH2:16][CH2:15]1)[C:8]1[CH:9]=[CH:10][CH:11]=[CH:12][CH:13]=1. The catalyst class is: 7. (3) The catalyst class is: 21. Reactant: O1[C:5]2([CH2:10][CH2:9][CH:8]([CH2:11][O:12][C:13]3[CH:14]=[C:15]([OH:19])[CH:16]=[CH:17][CH:18]=3)[CH2:7][CH2:6]2)[O:4]CC1.Cl. Product: [OH:19][C:15]1[CH:14]=[C:13]([CH:18]=[CH:17][CH:16]=1)[O:12][CH2:11][CH:8]1[CH2:7][CH2:6][C:5](=[O:4])[CH2:10][CH2:9]1. (4) Reactant: [C:1]([O:5][C:6](=[O:24])[N:7]([CH2:11][CH2:12][O:13][C:14]1[CH:19]=[CH:18][C:17]([N+:20]([O-])=O)=[C:16]([CH3:23])[N:15]=1)[CH2:8][CH2:9][CH3:10])([CH3:4])([CH3:3])[CH3:2]. Product: [C:1]([O:5][C:6](=[O:24])[N:7]([CH2:11][CH2:12][O:13][C:14]1[CH:19]=[CH:18][C:17]([NH2:20])=[C:16]([CH3:23])[N:15]=1)[CH2:8][CH2:9][CH3:10])([CH3:2])([CH3:3])[CH3:4]. The catalyst class is: 19. (5) Reactant: Cl.[CH3:2][S:3]([C:6]1[CH:11]=[CH:10][C:9]([NH:12][NH2:13])=[CH:8][CH:7]=1)(=[O:5])=[O:4].CN(C)[CH:16]=[CH:17][C:18](=O)[CH:19](OC)[O:20]C. Product: [CH3:2][S:3]([C:6]1[CH:7]=[CH:8][C:9]([N:12]2[C:18]([CH:19]=[O:20])=[CH:17][CH:16]=[N:13]2)=[CH:10][CH:11]=1)(=[O:5])=[O:4]. The catalyst class is: 8. (6) Reactant: [Br:1][C:2]1[CH:3]=[C:4]([CH2:14]O)[CH:5]=[CH:6][C:7]=1[O:8][CH2:9][C:10]([F:13])([F:12])[F:11].C(N(CC)CC)C.CS([Cl:27])(=O)=O. Product: [Br:1][C:2]1[CH:3]=[C:4]([CH2:14][Cl:27])[CH:5]=[CH:6][C:7]=1[O:8][CH2:9][C:10]([F:13])([F:12])[F:11]. The catalyst class is: 2. (7) Reactant: C[O:2][C:3](=[O:18])[C:4]1[CH:9]=[C:8]([C:10]2[CH:11]=[N:12][C:13]([CH3:16])=[CH:14][CH:15]=2)[CH:7]=[CH:6][C:5]=1[Cl:17].Cl. The catalyst class is: 500. Product: [Cl:17][C:5]1[CH:6]=[CH:7][C:8]([C:10]2[CH:11]=[N:12][C:13]([CH3:16])=[CH:14][CH:15]=2)=[CH:9][C:4]=1[C:3]([OH:18])=[O:2]. (8) Reactant: [CH2:1]([N:8]1[CH2:17][CH2:16][C:15]2[C:14](Cl)=[N:13][CH:12]=[N:11][C:10]=2[CH2:9]1)[C:2]1[CH:7]=[CH:6][CH:5]=[CH:4][CH:3]=1.[C:19]12([CH:29]([OH:32])[CH2:30][NH2:31])[CH2:28][CH:23]3[CH2:24][CH:25]([CH2:27][CH:21]([CH2:22]3)[CH2:20]1)[CH2:26]2.C(N(CC)C(C)C)(C)C.C(=O)(O)[O-].[Na+]. Product: [C:19]12([CH:29]([OH:32])[CH2:30][NH:31][C:14]3[C:15]4[CH2:16][CH2:17][N:8]([CH2:1][C:2]5[CH:7]=[CH:6][CH:5]=[CH:4][CH:3]=5)[CH2:9][C:10]=4[N:11]=[CH:12][N:13]=3)[CH2:28][CH:23]3[CH2:24][CH:25]([CH2:27][CH:21]([CH2:22]3)[CH2:20]1)[CH2:26]2. The catalyst class is: 10.